From a dataset of Full USPTO retrosynthesis dataset with 1.9M reactions from patents (1976-2016). Predict the reactants needed to synthesize the given product. Given the product [F:36][C:2]([F:1])([C:29]1[CH:34]=[CH:33][C:32]([F:35])=[CH:31][N:30]=1)[C:3]1[N:12]=[C:11]([NH:13][C:14]2[CH:18]=[C:17]([CH3:19])[NH:16][N:15]=2)[C:10]2[C:5](=[CH:6][C:7]([O:27][CH3:28])=[CH:8][CH:9]=2)[N:4]=1, predict the reactants needed to synthesize it. The reactants are: [F:1][C:2]([F:36])([C:29]1[CH:34]=[CH:33][C:32]([F:35])=[CH:31][N:30]=1)[C:3]1[N:12]=[C:11]([NH:13][C:14]2[CH:18]=[C:17]([CH3:19])[N:16](C(OC(C)(C)C)=O)[N:15]=2)[C:10]2[C:5](=[CH:6][C:7]([O:27][CH3:28])=[CH:8][CH:9]=2)[N:4]=1.C(O)(C(F)(F)F)=O.C(Cl)Cl.